From a dataset of Peptide-MHC class I binding affinity with 185,985 pairs from IEDB/IMGT. Regression. Given a peptide amino acid sequence and an MHC pseudo amino acid sequence, predict their binding affinity value. This is MHC class I binding data. (1) The peptide sequence is FPGTGSEFV. The MHC is HLA-A24:03 with pseudo-sequence HLA-A24:03. The binding affinity (normalized) is 0.0847. (2) The peptide sequence is ISRTRLYDY. The MHC is HLA-A33:01 with pseudo-sequence HLA-A33:01. The binding affinity (normalized) is 0.289.